Dataset: hERG Central: cardiac toxicity at 1µM, 10µM, and general inhibition. Task: Predict hERG channel inhibition at various concentrations. (1) The molecule is O=C(c1ccncc1)c1ccc(N2CCN(C3CC(=O)N(Cc4ccccc4)C3=O)CC2)cc1. Results: hERG_inhib (hERG inhibition (general)): blocker. (2) The drug is CCOC(=O)C1CCN(C/C=C/c2ccccc2[N+](=O)[O-])CC1. Results: hERG_inhib (hERG inhibition (general)): blocker. (3) The compound is Cc1ccc(CN2CCC(NC(=O)c3ccccc3)CC2)cc1. Results: hERG_inhib (hERG inhibition (general)): blocker. (4) The drug is CCN(CC)CCN1C(=O)c2ccccc2NC1c1cccc(F)c1. Results: hERG_inhib (hERG inhibition (general)): blocker. (5) The molecule is CCC(=O)N1CCN(c2ccc(Cl)cc2NC(=O)Cc2ccc(Cl)cc2)CC1. Results: hERG_inhib (hERG inhibition (general)): blocker. (6) The compound is N#Cc1ccc(CN2CCN(C(=O)CC(NC(=O)c3ccccc3)c3ccccc3)CC2)cc1. Results: hERG_inhib (hERG inhibition (general)): blocker. (7) The molecule is CCOC(=O)N1CCC(NC(=O)C2CCCN(Cc3nc(-c4cccc(C)c4)oc3C)C2)CC1. Results: hERG_inhib (hERG inhibition (general)): blocker. (8) The drug is COc1ccc(CNCCc2cccc(F)c2)c2ccccc12.O=C(O)C(=O)O. Results: hERG_inhib (hERG inhibition (general)): blocker. (9) The compound is COc1ccccc1/C=C/CN1CCCC(CCC(=O)NCc2ccc(F)c(F)c2)C1. Results: hERG_inhib (hERG inhibition (general)): blocker.